Dataset: Forward reaction prediction with 1.9M reactions from USPTO patents (1976-2016). Task: Predict the product of the given reaction. (1) Given the reactants [OH:1][N:2]1[C:6](=[O:7])[C:5]2=[CH:8][CH:9]=[CH:10][CH:11]=[C:4]2[C:3]1=[O:12].C(N(CC)CC)C.Cl[CH2:21][C:22]1[N:23]([CH2:36][CH2:37][CH2:38][CH2:39][NH:40][C:41](=[O:48])[C:42]2[CH:47]=[CH:46][CH:45]=[CH:44][CH:43]=2)[C:24]2[C:29]([CH3:30])=[C:28]([CH3:31])[N:27]3[N:32]=[N:33][N:34]=[C:26]3[C:25]=2[N:35]=1, predict the reaction product. The product is: [O:7]=[C:6]1[C:5]2[C:4](=[CH:11][CH:10]=[CH:9][CH:8]=2)[C:3](=[O:12])[N:2]1[O:1][CH2:21][C:22]1[N:23]([CH2:36][CH2:37][CH2:38][CH2:39][NH:40][C:41](=[O:48])[C:42]2[CH:43]=[CH:44][CH:45]=[CH:46][CH:47]=2)[C:24]2[C:29]([CH3:30])=[C:28]([CH3:31])[N:27]3[N:32]=[N:33][N:34]=[C:26]3[C:25]=2[N:35]=1. (2) Given the reactants [OH:1][C:2]1[CH:7]=[CH:6][C:5]([N:8]2[CH2:22][CH2:21][C:11]3([O:16][CH2:15][C:14](=[O:17])[N:13]([CH:18]([CH3:20])[CH3:19])[CH2:12]3)[CH2:10][CH2:9]2)=[CH:4][CH:3]=1.Br.Br[CH2:25][CH2:26][CH2:27][N:28]1[CH2:32][CH2:31][CH2:30][C@H:29]1[CH3:33], predict the reaction product. The product is: [CH:18]([N:13]1[CH2:12][C:11]2([CH2:21][CH2:22][N:8]([C:5]3[CH:6]=[CH:7][C:2]([O:1][CH2:25][CH2:26][CH2:27][N:28]4[CH2:32][CH2:31][CH2:30][C@H:29]4[CH3:33])=[CH:3][CH:4]=3)[CH2:9][CH2:10]2)[O:16][CH2:15][C:14]1=[O:17])([CH3:20])[CH3:19]. (3) Given the reactants [Cl:1][C:2]1[C:6]([C:7]#[N:8])=[C:5]([CH3:9])[NH:4][C:3]=1[C:10]([O:12]CC)=[O:11].[Li+].[OH-].Cl, predict the reaction product. The product is: [Cl:1][C:2]1[C:6]([C:7]#[N:8])=[C:5]([CH3:9])[NH:4][C:3]=1[C:10]([OH:12])=[O:11].